This data is from Full USPTO retrosynthesis dataset with 1.9M reactions from patents (1976-2016). The task is: Predict the reactants needed to synthesize the given product. (1) Given the product [F:11][C:9]1[C:8]([F:12])=[CH:7][C:3]([C:4]([OH:6])=[O:5])=[C:2]([NH:16][C:15]2[CH:17]=[CH:18][C:19]([I:21])=[CH:20][C:14]=2[F:13])[CH:10]=1, predict the reactants needed to synthesize it. The reactants are: F[C:2]1[CH:10]=[C:9]([F:11])[C:8]([F:12])=[CH:7][C:3]=1[C:4]([OH:6])=[O:5].[F:13][C:14]1[CH:20]=[C:19]([I:21])[CH:18]=[CH:17][C:15]=1[NH2:16].[NH2-].[Li+].Cl. (2) Given the product [CH2:1]([O:5][C:6](=[O:25])[C:7]1[CH:12]=[C:11]([S:13](=[O:16])(=[O:15])[NH2:14])[C:10]([O:17][C:18]2[CH:19]=[CH:20][CH:21]=[CH:22][CH:23]=2)=[C:9]([NH:24][CH2:26][CH2:27][CH2:28][CH3:29])[CH:8]=1)[CH2:2][CH2:3][CH3:4], predict the reactants needed to synthesize it. The reactants are: [CH2:1]([O:5][C:6](=[O:25])[C:7]1[CH:12]=[C:11]([S:13](=[O:16])(=[O:15])[NH2:14])[C:10]([O:17][C:18]2[CH:23]=[CH:22][CH:21]=[CH:20][CH:19]=2)=[C:9]([NH2:24])[CH:8]=1)[CH2:2][CH2:3][CH3:4].[CH:26](=O)[CH2:27][CH2:28][CH3:29].[BH-](OC(C)=O)(OC(C)=O)OC(C)=O.[Na+].